From a dataset of Merck oncology drug combination screen with 23,052 pairs across 39 cell lines. Regression. Given two drug SMILES strings and cell line genomic features, predict the synergy score measuring deviation from expected non-interaction effect. (1) Synergy scores: synergy=1.99. Drug 1: COc1cc(C2c3cc4c(cc3C(OC3OC5COC(C)OC5C(O)C3O)C3COC(=O)C23)OCO4)cc(OC)c1O. Drug 2: C#Cc1cccc(Nc2ncnc3cc(OCCOC)c(OCCOC)cc23)c1. Cell line: A2058. (2) Drug 1: CC1CC2C3CCC4=CC(=O)C=CC4(C)C3(F)C(O)CC2(C)C1(O)C(=O)CO. Drug 2: COC1=C2CC(C)CC(OC)C(O)C(C)C=C(C)C(OC(N)=O)C(OC)C=CC=C(C)C(=O)NC(=CC1=O)C2=O. Cell line: SW620. Synergy scores: synergy=-8.09. (3) Drug 2: CC1CC2C3CCC4=CC(=O)C=CC4(C)C3(F)C(O)CC2(C)C1(O)C(=O)CO. Drug 1: CN1C(=O)C=CC2(C)C3CCC4(C)C(NC(=O)OCC(F)(F)F)CCC4C3CCC12. Synergy scores: synergy=6.88. Cell line: COLO320DM. (4) Drug 1: N.N.O=C(O)C1(C(=O)O)CCC1.[Pt]. Drug 2: CC(C)CC(NC(=O)C(Cc1ccccc1)NC(=O)c1cnccn1)B(O)O. Cell line: NCIH23. Synergy scores: synergy=-13.7. (5) Drug 1: O=P1(N(CCCl)CCCl)NCCCO1. Drug 2: N#Cc1ccc(Cn2cncc2CN2CCN(c3cccc(Cl)c3)C(=O)C2)cc1. Cell line: KPL1. Synergy scores: synergy=-12.3. (6) Drug 1: O=P1(N(CCCl)CCCl)NCCCO1. Drug 2: NC1(c2ccc(-c3nc4ccn5c(=O)[nH]nc5c4cc3-c3ccccc3)cc2)CCC1. Cell line: A2780. Synergy scores: synergy=3.86. (7) Drug 1: O=P1(N(CCCl)CCCl)NCCCO1. Drug 2: Cn1cc(-c2cnn3c(N)c(Br)c(C4CCCNC4)nc23)cn1. Cell line: LOVO. Synergy scores: synergy=6.37.